Predict the reactants needed to synthesize the given product. From a dataset of Full USPTO retrosynthesis dataset with 1.9M reactions from patents (1976-2016). (1) Given the product [Br:1][C:2]1[C:11]2[C:6](=[C:7]([OH:47])[CH:8]=[C:9]([OH:12])[CH:10]=2)[C:5](=[O:27])[N:4]([C:28]2[CH:33]=[CH:32][C:31]([OH:34])=[CH:30][CH:29]=2)[CH:3]=1, predict the reactants needed to synthesize it. The reactants are: [Br:1][C:2]1[C:11]2[C:6](=[C:7](C3C=C(C(F)(F)F)C=CC=3C([O-])=O)[CH:8]=[C:9]([O:12]C)[CH:10]=2)[C:5](=[O:27])[N:4]([C:28]2[CH:33]=[CH:32][C:31]([O:34]C)=[CH:30][CH:29]=2)[CH:3]=1.ClC1C=CC=CC=1.B(Br)(Br)Br.[OH2:47]. (2) Given the product [NH2:8][C:5]1[CH:6]=[CH:7][C:2]([CH3:1])=[C:3]([S:11]([NH2:14])(=[O:12])=[O:13])[CH:4]=1, predict the reactants needed to synthesize it. The reactants are: [CH3:1][C:2]1[CH:7]=[CH:6][C:5]([N+:8]([O-])=O)=[CH:4][C:3]=1[S:11]([NH2:14])(=[O:13])=[O:12].[Sn](Cl)Cl.CO. (3) The reactants are: C(OC([NH:8][NH:9][CH:10]1[CH2:15][CH2:14][C:13]([F:17])([F:16])[CH2:12][CH2:11]1)=O)(C)(C)C.[ClH:18]. Given the product [ClH:18].[F:16][C:13]1([F:17])[CH2:14][CH2:15][CH:10]([NH:9][NH2:8])[CH2:11][CH2:12]1, predict the reactants needed to synthesize it. (4) Given the product [C:20]([NH:19][C:17]([C:7]1[CH:6]=[CH:5][C:4]([CH:1]2[CH2:3][CH2:2]2)=[C:9]([O:10][CH2:11][CH:12]2[CH2:16][CH2:15][CH2:14][O:13]2)[N:8]=1)=[O:18])([CH3:26])([CH3:21])[CH3:24], predict the reactants needed to synthesize it. The reactants are: [CH:1]1([C:4]2[CH:5]=[CH:6][C:7]([C:17]([NH:19][C:20]([CH2:26]C)([CH2:24]C)[C:21](O)=O)=[O:18])=[N:8][C:9]=2[O:10][CH2:11][CH:12]2[CH2:16][CH2:15][CH2:14][O:13]2)[CH2:3][CH2:2]1.C(N)(C)(C)C. (5) Given the product [CH3:3][C:2]1[N:5]=[CH:11][C:10]([CH:15]=[O:19])=[CH:9][N:4]=1, predict the reactants needed to synthesize it. The reactants are: Cl.[C:2]([NH2:5])(=[NH:4])[CH3:3].C[NH+]([CH2:9][C:10]([CH2:15]N(C)C)=[CH:11][NH+](C)C)C.[OH-:19].[Na+].O. (6) Given the product [O:21]1[CH:22]=[CH:23][CH:24]=[C:20]1[C:4]1[N:3]=[C:2]([NH:26][CH3:25])[N:10]=[C:9]2[C:5]=1[N:6]=[CH:7][N:8]2[CH2:11][C:12]1[CH:17]=[CH:16][C:15]([O:18][CH3:19])=[CH:14][CH:13]=1, predict the reactants needed to synthesize it. The reactants are: Cl[C:2]1[N:10]=[C:9]2[C:5]([N:6]=[CH:7][N:8]2[CH2:11][C:12]2[CH:17]=[CH:16][C:15]([O:18][CH3:19])=[CH:14][CH:13]=2)=[C:4]([C:20]2[O:21][CH:22]=[CH:23][CH:24]=2)[N:3]=1.[CH3:25][NH2:26]. (7) Given the product [OH:9][C:10]1[CH:18]=[CH:17][CH:16]=[C:15]2[C:11]=1[C:12]([CH3:21])([CH3:20])[C:13](=[O:19])[NH:14]2, predict the reactants needed to synthesize it. The reactants are: Cl.N1C=CC=CC=1.C[O:9][C:10]1[CH:18]=[CH:17][CH:16]=[C:15]2[C:11]=1[C:12]([CH3:21])([CH3:20])[C:13](=[O:19])[NH:14]2.